From a dataset of Catalyst prediction with 721,799 reactions and 888 catalyst types from USPTO. Predict which catalyst facilitates the given reaction. (1) Reactant: [CH2:1]([O:8][C:9]([N:11]([CH2:23][C:24]([N:26]1[CH2:30][C@@H:29]([F:31])[CH2:28][C@H:27]1[C:32]#[N:33])=[O:25])[C:12]12[CH2:19][CH2:18][C:15]([C:20]([OH:22])=O)([CH2:16][CH2:17]1)[CH2:14][CH2:13]2)=[O:10])[C:2]1[CH:7]=[CH:6][CH:5]=[CH:4][CH:3]=1.ON1C2C=CC=CC=2N=N1.Cl.CN(C)CCCN=C=NCC.[C:56]1([C@@H:62]([NH2:64])[CH3:63])[CH:61]=[CH:60][CH:59]=[CH:58][CH:57]=1. Product: [CH2:1]([O:8][C:9]([N:11]([CH2:23][C:24]([N:26]1[CH2:30][C@@H:29]([F:31])[CH2:28][C@H:27]1[C:32]#[N:33])=[O:25])[C:12]12[CH2:17][CH2:16][C:15]([C:20]([NH:64][C@H:62]([C:56]3[CH:61]=[CH:60][CH:59]=[CH:58][CH:57]=3)[CH3:63])=[O:22])([CH2:18][CH2:19]1)[CH2:14][CH2:13]2)=[O:10])[C:2]1[CH:7]=[CH:6][CH:5]=[CH:4][CH:3]=1. The catalyst class is: 9. (2) Reactant: [CH:1]1[CH:6]=[CH:5][C:4]([C:7]2([C:20]3[CH:25]=[CH:24][CH:23]=[CH:22][CH:21]=3)[NH:13][C:11](=[O:12])[N:10]([CH2:14][O:15][P:16]([O-:19])([O-:18])=[O:17])[C:8]2=[O:9])=[CH:3][CH:2]=1.[Na+].[Na+].C1C=CC(C2(C3C=CC=CC=3)NC(O)=NC2=O)=CC=1.CCCCNC(NS(C1C=CC(C)=CC=1)(=O)=O)=O.FC(F)(F)C(O)=O. Product: [CH:1]1[CH:6]=[CH:5][C:4]([C:7]2([C:20]3[CH:21]=[CH:22][CH:23]=[CH:24][CH:25]=3)[NH:13][C:11](=[O:12])[N:10]([CH2:14][O:15][P:16]([OH:18])([OH:19])=[O:17])[C:8]2=[O:9])=[CH:3][CH:2]=1. The catalyst class is: 192. (3) The catalyst class is: 173. Product: [Cl:1][C:2]1[CH:7]=[CH:6][C:5]([CH:8]([C:36]2[CH:37]=[CH:38][C:39]([Cl:42])=[CH:40][CH:41]=2)[C:9]2[CH:10]=[C:11]3[C:16](=[CH:17][CH:18]=2)[N:15]=[CH:14][N:13]=[C:12]3[NH:19][CH:20]2[CH2:21][CH2:22][N:23]([S:26]([C:29]3[CH:34]=[CH:33][C:32]([O:35][CH2:44][C:45]([O:47][CH2:48][CH3:49])=[O:46])=[CH:31][CH:30]=3)(=[O:28])=[O:27])[CH2:24][CH2:25]2)=[CH:4][CH:3]=1. Reactant: [Cl:1][C:2]1[CH:7]=[CH:6][C:5]([CH:8]([C:36]2[CH:41]=[CH:40][C:39]([Cl:42])=[CH:38][CH:37]=2)[C:9]2[CH:10]=[C:11]3[C:16](=[CH:17][CH:18]=2)[N:15]=[CH:14][N:13]=[C:12]3[NH:19][CH:20]2[CH2:25][CH2:24][N:23]([S:26]([C:29]3[CH:34]=[CH:33][C:32]([OH:35])=[CH:31][CH:30]=3)(=[O:28])=[O:27])[CH2:22][CH2:21]2)=[CH:4][CH:3]=1.Br[CH2:44][C:45]([O:47][CH2:48][CH3:49])=[O:46].C([O-])([O-])=O.[Cs+].[Cs+]. (4) The catalyst class is: 8. Product: [C:1]([NH:5][C:6]([NH:8][CH:9]([CH2:12][OH:13])[CH2:10][OH:11])=[S:7])([CH3:4])([CH3:3])[CH3:2]. Reactant: [C:1]([N:5]=[C:6]=[S:7])([CH3:4])([CH3:3])[CH3:2].[NH2:8][CH:9]([CH2:12][OH:13])[CH2:10][OH:11]. (5) Reactant: C([Li])CCC.Br[C:7]1[CH:8]=[N:9][CH:10]=[N:11][CH:12]=1.[Br:13][C:14]1[CH:15]=[C:16]([C:21]([C:29]2[CH:34]=[CH:33][CH:32]=[C:31]([F:35])[C:30]=2[C:36]#[N:37])=[N:22]S(C(C)(C)C)=O)[CH:17]=[CH:18][C:19]=1[F:20].Cl. Product: [Br:13][C:14]1[CH:15]=[C:16]([C:21]2([C:7]3[CH:8]=[N:9][CH:10]=[N:11][CH:12]=3)[C:29]3[C:30](=[C:31]([F:35])[CH:32]=[CH:33][CH:34]=3)[C:36]([NH2:37])=[N:22]2)[CH:17]=[CH:18][C:19]=1[F:20]. The catalyst class is: 1. (6) Reactant: C([O:3][C:4]([C:6]1[N:7]=[C:8]2[C:13]([C:14]([F:17])([F:16])[F:15])=[CH:12][C:11]([Br:18])=[CH:10][N:9]2[C:19]=1[Cl:20])=[O:5])C.C(#N)C. Product: [Br:18][C:11]1[CH:12]=[C:13]([C:14]([F:16])([F:17])[F:15])[C:8]2[N:9]([C:19]([Cl:20])=[C:6]([C:4]([OH:5])=[O:3])[N:7]=2)[CH:10]=1. The catalyst class is: 33. (7) Reactant: [NH:1]1[C:9]2[C:4](=[CH:5][C:6]([C:10]([NH:12][NH2:13])=[O:11])=[CH:7][CH:8]=2)[CH:3]=[N:2]1.[C:14](=S)=[S:15].C(N(CC)CC)C.Cl. Product: [NH:1]1[C:9]2[C:4](=[CH:5][C:6]([C:10]3[O:11][C:14]([SH:15])=[N:13][N:12]=3)=[CH:7][CH:8]=2)[CH:3]=[N:2]1. The catalyst class is: 40.